Dataset: Catalyst prediction with 721,799 reactions and 888 catalyst types from USPTO. Task: Predict which catalyst facilitates the given reaction. Reactant: [O:1]=[C:2]1[C:11]2[C:6]3[C:7](=[CH:12][C:13]([C:15]([NH2:17])=[O:16])=[CH:14][C:5]=3[C:4](=O)[O:3]1)[CH:8]=[CH:9][CH:10]=2.[NH2:19][CH2:20][CH2:21][CH2:22][C:23]([OH:25])=[O:24]. Product: [C:15]([C:13]1[CH:12]=[C:7]2[CH:8]=[CH:9][CH:10]=[C:11]3[C:6]2=[C:5]([CH:14]=1)[C:4](=[O:3])[N:19]([CH2:20][CH2:21][CH2:22][C:23]([OH:25])=[O:24])[C:2]3=[O:1])(=[O:16])[NH2:17]. The catalyst class is: 8.